Task: Predict the reactants needed to synthesize the given product.. Dataset: Full USPTO retrosynthesis dataset with 1.9M reactions from patents (1976-2016) (1) Given the product [CH2:12]([NH:11][C:9]([NH:8][C:5]1[CH:4]=[C:3]([C:14]2[S:15][CH:16]=[C:17]([C:19]([F:22])([F:21])[F:20])[N:18]=2)[C:2]([B:26]2[O:27][C:28]([CH3:30])([CH3:29])[C:24]([CH3:40])([CH3:23])[O:25]2)=[CH:7][N:6]=1)=[O:10])[CH3:13], predict the reactants needed to synthesize it. The reactants are: Br[C:2]1[C:3]([C:14]2[S:15][CH:16]=[C:17]([C:19]([F:22])([F:21])[F:20])[N:18]=2)=[CH:4][C:5]([NH:8][C:9]([NH:11][CH2:12][CH3:13])=[O:10])=[N:6][CH:7]=1.[CH3:23][C:24]1([CH3:40])[C:28]([CH3:30])([CH3:29])[O:27][B:26]([B:26]2[O:27][C:28]([CH3:30])([CH3:29])[C:24]([CH3:40])([CH3:23])[O:25]2)[O:25]1.C([O-])(=O)C.[K+].C(NC(NC1C=C(C2SC=C(C(F)(F)F)N=2)C=CN=1)=O)C. (2) Given the product [Cl:1][C:2]([Cl:18])([C:7]([NH:9][C:10]1[CH:15]=[CH:14][CH:13]=[C:12]([C:16]2[O:31][N:30]=[C:29]([C:28]3[C:33]([Cl:37])=[CH:34][CH:35]=[CH:36][C:27]=3[Cl:26])[CH:17]=2)[CH:11]=1)=[O:8])[C:3]([O:5][CH3:6])=[O:4], predict the reactants needed to synthesize it. The reactants are: [Cl:1][C:2]([Cl:18])([C:7]([NH:9][C:10]1[CH:15]=[CH:14][CH:13]=[C:12]([C:16]#[CH:17])[CH:11]=1)=[O:8])[C:3]([O:5][CH3:6])=[O:4].C(N(CC)CC)C.[Cl:26][C:27]1[CH:36]=[CH:35][CH:34]=[C:33]([Cl:37])[C:28]=1[C:29](Cl)=[N:30][OH:31]. (3) The reactants are: [Br:1][C:2]1[CH:10]=[CH:9][C:5]([C:6]([OH:8])=[O:7])=[CH:4][C:3]=1[Cl:11].S(=O)(=O)(O)O.[CH2:17](O)[CH3:18]. Given the product [Br:1][C:2]1[CH:10]=[CH:9][C:5]([C:6]([O:8][CH2:17][CH3:18])=[O:7])=[CH:4][C:3]=1[Cl:11], predict the reactants needed to synthesize it. (4) Given the product [Br:1][C:2]1[CH:7]=[CH:6][C:5]([C:24]2[CH:23]=[CH:22][C:21]3[C:26](=[C:27]4[C:18](=[CH:19][CH:20]=3)[CH:17]=[CH:16][CH:15]=[N:14]4)[N:25]=2)=[CH:4][CH:3]=1, predict the reactants needed to synthesize it. The reactants are: [Br:1][C:2]1[CH:7]=[CH:6][C:5](I)=[CH:4][CH:3]=1.C([Li])CCC.[N:14]1[C:27]2[C:18](=[CH:19][CH:20]=[C:21]3[C:26]=2[N:25]=[CH:24][CH:23]=[CH:22]3)[CH:17]=[CH:16][CH:15]=1. (5) The reactants are: Cl[CH2:2][CH2:3][C:4]1[CH:5]=[C:6]2[C:10](=[CH:11][CH:12]=1)[CH2:9][C@@H:8]([NH:13][C:14](=[O:16])[CH3:15])[CH2:7]2.C([O-])([O-])=O.[Na+].[Na+].Cl.[N:24]1([C:30]2[C:34]3[CH:35]=[CH:36][CH:37]=[CH:38][C:33]=3[S:32][N:31]=2)[CH2:29][CH2:28][NH:27][CH2:26][CH2:25]1. Given the product [S:32]1[C:33]2[CH:38]=[CH:37][CH:36]=[CH:35][C:34]=2[C:30]([N:24]2[CH2:25][CH2:26][N:27]([CH2:2][CH2:3][C:4]3[CH:5]=[C:6]4[C:10](=[CH:11][CH:12]=3)[CH2:9][C@@H:8]([NH:13][C:14](=[O:16])[CH3:15])[CH2:7]4)[CH2:28][CH2:29]2)=[N:31]1, predict the reactants needed to synthesize it.